This data is from Drug-target binding data from BindingDB using IC50 measurements. The task is: Regression. Given a target protein amino acid sequence and a drug SMILES string, predict the binding affinity score between them. We predict pIC50 (pIC50 = -log10(IC50 in M); higher means more potent). Dataset: bindingdb_ic50. The drug is [N-]=C=C(C(=O)Nc1ccc([N+](=O)[O-])cc1)C(=[OH+])C1CC1. The target protein (Q63707) has sequence MAWRQLRKRALDAVIILGGGGLLFTSYLTATGDDHFYAEYLMPGLQRLLDPESAHRLAVRVTSLGLLPRATFQDSDMLEVKVLGHKFRNPVGIAAGFDKNGEAVDGLYKLGFGFVEVGSVTPQPQEGNPRPRVFRLPEDQAVINRYGFNSHGLSVVEHRLRARQQKQAQLTADGLPLGINLGKNKTSEDAAADYAEGVRTLGPLADYLVVNVSSPNTAGLRSLQGKTELRHLLSKVLQERDALKGTRKPAVLVKIAPDLTAQDKEDIASVARELGIDGLIVTNTTVSRPVGLQGALRSETGGLSGKPLRDLSTQTIREMYALTQGRIPIIGVGGVSSGQDALEKIQAGASLVQLYTALIFLGPPVVVRVKRELEALLKERGFTTVTDAIGADHRR. The pIC50 is 7.7.